From a dataset of Catalyst prediction with 721,799 reactions and 888 catalyst types from USPTO. Predict which catalyst facilitates the given reaction. (1) Reactant: I[C:2]1[N:10]=[C:9]2[C:5]([N:6]=[CH:7][N:8]2[CH2:11][O:12][CH2:13][CH2:14][Si:15]([CH3:18])([CH3:17])[CH3:16])=[C:4]([NH:19][C:20]2[CH:25]=[CH:24][C:23]([N:26]3[CH2:31][CH2:30][N:29]([CH:32]4[CH2:35][O:34][CH2:33]4)[CH2:28][CH2:27]3)=[CH:22][CH:21]=2)[N:3]=1.[C:36]([O:39][CH2:40][C:41]1[C:46](B2OC(C)(C)C(C)(C)O2)=[CH:45][C:44]([F:56])=[CH:43][C:42]=1[N:57]1[CH2:69][CH2:68][N:60]2[C:61]3[CH2:62][CH2:63][CH2:64][CH2:65][C:66]=3[CH:67]=[C:59]2[C:58]1=[O:70])(=[O:38])[CH3:37].[O-]P([O-])([O-])=O.[K+].[K+].[K+].C([O-])(=O)C.[Na+]. Product: [C:36]([O:39][CH2:40][C:41]1[C:42]([N:57]2[CH2:69][CH2:68][N:60]3[C:61]4[CH2:62][CH2:63][CH2:64][CH2:65][C:66]=4[CH:67]=[C:59]3[C:58]2=[O:70])=[CH:43][C:44]([F:56])=[CH:45][C:46]=1[C:2]1[N:10]=[C:9]2[C:5]([N:6]=[CH:7][N:8]2[CH2:11][O:12][CH2:13][CH2:14][Si:15]([CH3:18])([CH3:17])[CH3:16])=[C:4]([NH:19][C:20]2[CH:25]=[CH:24][C:23]([N:26]3[CH2:31][CH2:30][N:29]([CH:32]4[CH2:35][O:34][CH2:33]4)[CH2:28][CH2:27]3)=[CH:22][CH:21]=2)[N:3]=1)(=[O:38])[CH3:37]. The catalyst class is: 543. (2) Reactant: Br[C:2]1[CH:3]=[C:4]([CH:14]=[CH:15][CH:16]=1)[CH2:5][NH:6][C:7](=[O:13])[O:8][C:9]([CH3:12])([CH3:11])[CH3:10].[CH:17]1(B(O)O)[CH2:19][CH2:18]1.P([O-])([O-])([O-])=O.[K+].[K+].[K+].C1(P(C2CCCCC2)C2CCCCC2)CCCCC1. Product: [CH:17]1([C:2]2[CH:3]=[C:4]([CH:14]=[CH:15][CH:16]=2)[CH2:5][NH:6][C:7](=[O:13])[O:8][C:9]([CH3:12])([CH3:11])[CH3:10])[CH2:19][CH2:18]1. The catalyst class is: 498. (3) Reactant: [CH3:1][CH:2]([CH3:14])[CH2:3][C:4]#[C:5][C:6]1[CH:11]=[CH:10][N:9]=[C:8]([S:12][CH3:13])[N:7]=1.N12CCCN=C1CCCCC2.[I-].[NH2:27][N+:28]1[CH:33]=[CH:32][CH:31]=[CH:30][CH:29]=1.O. Product: [CH2:3]([C:4]1[C:5]([C:6]2[CH:11]=[CH:10][N:9]=[C:8]([S:12][CH3:13])[N:7]=2)=[C:29]2[CH:30]=[CH:31][CH:32]=[CH:33][N:28]2[N:27]=1)[CH:2]([CH3:14])[CH3:1]. The catalyst class is: 10. (4) Reactant: Br[C:2]1[CH:3]=[CH:4][C:5]([N:8]2[CH2:12][CH2:11][O:10][C:9]2=[O:13])=[N:6][CH:7]=1.[B:14]1([B:14]2[O:18][C:17]([CH3:20])([CH3:19])[C:16]([CH3:22])([CH3:21])[O:15]2)[O:18][C:17]([CH3:20])([CH3:19])[C:16]([CH3:22])([CH3:21])[O:15]1.CC([O-])=O.[K+]. Product: [CH3:21][C:16]1([CH3:22])[C:17]([CH3:20])([CH3:19])[O:18][B:14]([C:2]2[CH:3]=[CH:4][C:5]([N:8]3[CH2:12][CH2:11][O:10][C:9]3=[O:13])=[N:6][CH:7]=2)[O:15]1. The catalyst class is: 16. (5) Reactant: [Si]([C:8]1([OH:28])[C:21]2[O:22][C@@H:18]3[C@@:19]45[CH2:23][CH2:24][N:25]([CH3:26])[C@@H:13]([C@@H:14]4[CH:15]=[CH:16][C@@H:17]3[OH:27])[CH2:12][C:11]([C:20]5=2)=[CH:10][CH2:9]1)(C(C)(C)C)(C)C.[CH3:29][N:30]1[C@@H:47]2[CH2:48][C:35]3[CH:36]=[CH:37][C:38]([O:50][CH3:51])=[C:39]4[O:40][C@H:41]5[C:42]([CH2:44][CH2:45][C@:46]2([OH:49])[C@:33]5([C:34]=34)[CH2:32][CH2:31]1)=[O:43].N(C(OCC)=O)=NC(OCC)=O.C1(P(C2C=CC=CC=2)C2C=CC=CC=2)C=CC=CC=1. Product: [CH:10]1[C:11]2[CH2:12][C@H:13]3[N:25]([CH2:24][CH2:23][C@@:19]45[C@H:14]3[CH:15]=[CH:16][C@H:17]([OH:27])[C@@H:18]4[O:22][C:21]([C:20]=25)=[C:8]([OH:28])[CH:9]=1)[CH3:26].[CH3:29][N:30]1[C@@H:47]2[CH2:48][C:35]3[CH:36]=[CH:37][C:38]([O:50][CH3:51])=[C:39]4[O:40][C@H:41]5[C:42]([CH2:44][CH2:45][C@:46]2([OH:49])[C@:33]5([C:34]=34)[CH2:32][CH2:31]1)=[O:43]. The catalyst class is: 1. (6) Reactant: [CH:1](=[O:6])[CH2:2][CH:3]([CH3:5])[CH3:4].[OH:7][CH2:8][C:9]1([CH2:12]O)[CH2:11][CH2:10]1.[O-]S([O-])(=O)=O.[Na+].[Na+]. Product: [CH2:2]([CH:1]1[O:7][CH2:8][C:9]2([CH2:11][CH2:10]2)[CH2:12][O:6]1)[CH:3]([CH3:5])[CH3:4]. The catalyst class is: 2. (7) Reactant: [C:1]([C:9]1[CH:17]=[C:16]([Br:18])[CH:15]=[CH:14][C:10]=1[C:11]([OH:13])=O)(=[O:8])[C:2]1[CH:7]=[CH:6][CH:5]=[CH:4][CH:3]=1.[CH3:19][O:20][C:21]1[CH:33]=[CH:32][C:24]([CH2:25][NH:26][CH2:27][CH:28]([OH:31])[CH2:29][CH3:30])=[CH:23][CH:22]=1.O.ON1C2C=CC=CC=2N=N1.Cl.C(N=C=NCCCN(C)C)C. Product: [C:1]([C:9]1[CH:17]=[C:16]([Br:18])[CH:15]=[CH:14][C:10]=1[C:11]([N:26]([CH2:27][CH:28]([OH:31])[CH2:29][CH3:30])[CH2:25][C:24]1[CH:23]=[CH:22][C:21]([O:20][CH3:19])=[CH:33][CH:32]=1)=[O:13])(=[O:8])[C:2]1[CH:3]=[CH:4][CH:5]=[CH:6][CH:7]=1. The catalyst class is: 10.